This data is from Reaction yield outcomes from USPTO patents with 853,638 reactions. The task is: Predict the reaction yield, written as a fraction of the theoretical maximum amount of product (1.0 means a 100% yield; for example, 0.34 means a 34% yield). (1) The reactants are C1C=CC(P(C2C=CC=CC=2)C2C=CC=CC=2)=CC=1.CCN(CC)CC.[CH2:27]([C:30]1[N:31]=[C:32]([C:36]2[CH:41]=[CH:40][CH:39]=[CH:38][CH:37]=2)[O:33][C:34]=1[CH3:35])[CH:28]=[CH2:29].I[C:43]1[CH:58]=[CH:57][C:46]([O:47][C:48]2([C:52]([O:54][CH2:55][CH3:56])=[O:53])[CH2:51][CH2:50][CH2:49]2)=[CH:45][CH:44]=1. The catalyst is C1(C)C=CC=CC=1.CC([O-])=O.CC([O-])=O.[Pd+2]. The product is [CH3:35][C:34]1[O:33][C:32]([C:36]2[CH:41]=[CH:40][CH:39]=[CH:38][CH:37]=2)=[N:31][C:30]=1[CH2:27]/[CH:28]=[CH:29]/[C:43]1[CH:58]=[CH:57][C:46]([O:47][C:48]2([C:52]([O:54][CH2:55][CH3:56])=[O:53])[CH2:51][CH2:50][CH2:49]2)=[CH:45][CH:44]=1. The yield is 0.410. (2) The reactants are [NH2:1][C:2]1[C:11]2[C:6](=[C:7](Br)[CH:8]=[CH:9][CH:10]=2)[N:5]=[N:4][C:3]=1[C:13]([NH:15][CH:16]1[CH2:18][CH2:17]1)=[O:14].[F:19][C:20]1[CH:25]=[CH:24][CH:23]=[C:22]([O:26][CH3:27])[C:21]=1B(O)O. No catalyst specified. The product is [NH2:1][C:2]1[C:11]2[C:6](=[C:7]([C:21]3[C:22]([O:26][CH3:27])=[CH:23][CH:24]=[CH:25][C:20]=3[F:19])[CH:8]=[CH:9][CH:10]=2)[N:5]=[N:4][C:3]=1[C:13]([NH:15][CH:16]1[CH2:18][CH2:17]1)=[O:14]. The yield is 0.600. (3) The reactants are [Cl:1][C:2]1[N:7]=[CH:6][C:5]([OH:8])=[CH:4][N:3]=1.C(=O)([O-])[O-].[Cs+].[Cs+].CS(O[CH2:20][C:21]1([CH3:29])[CH2:26][O:25][C:24]([CH3:28])([CH3:27])[O:23][CH2:22]1)(=O)=O. The catalyst is CN(C)C=O. The product is [Cl:1][C:2]1[N:7]=[CH:6][C:5]([O:8][CH2:20][C:21]2([CH3:29])[CH2:26][O:25][C:24]([CH3:28])([CH3:27])[O:23][CH2:22]2)=[CH:4][N:3]=1. The yield is 0.300. (4) The reactants are [Cl:1][C:2]1[C:3]([O:12][C:13]2[CH:18]=[C:17]([O:19][CH2:20][CH2:21][O:22][CH3:23])[CH:16]=[CH:15][C:14]=2/[CH:24]=[CH:25]\[C:26]([O:28]CC)=[O:27])=[N:4][CH:5]=[C:6]([C:8]([F:11])([F:10])[F:9])[CH:7]=1.O.[OH-].[Li+].Cl. The catalyst is O1CCCC1.C(O)C.O.C(OCC)(=O)C. The product is [Cl:1][C:2]1[C:3]([O:12][C:13]2[CH:18]=[C:17]([O:19][CH2:20][CH2:21][O:22][CH3:23])[CH:16]=[CH:15][C:14]=2/[CH:24]=[CH:25]\[C:26]([OH:28])=[O:27])=[N:4][CH:5]=[C:6]([C:8]([F:9])([F:11])[F:10])[CH:7]=1. The yield is 0.740.